Dataset: Peptide-MHC class II binding affinity with 134,281 pairs from IEDB. Task: Regression. Given a peptide amino acid sequence and an MHC pseudo amino acid sequence, predict their binding affinity value. This is MHC class II binding data. (1) The peptide sequence is IGFRKEIGRMLNILN. The MHC is DRB1_0401 with pseudo-sequence DRB1_0401. The binding affinity (normalized) is 0.694. (2) The peptide sequence is SPEVIPMFSALSEGAT. The MHC is HLA-DQA10301-DQB10301 with pseudo-sequence HLA-DQA10301-DQB10301. The binding affinity (normalized) is 0.597. (3) The peptide sequence is DRVLDILEAVKLIRK. The MHC is DRB1_0404 with pseudo-sequence DRB1_0404. The binding affinity (normalized) is 0.512. (4) The binding affinity (normalized) is 0.261. The MHC is DRB3_0101 with pseudo-sequence DRB3_0101. The peptide sequence is DVEMTKEASREYEDK. (5) The peptide sequence is VHRGAVPRRGPRGGP. The binding affinity (normalized) is 0.227. The MHC is DRB1_1302 with pseudo-sequence DRB1_1302.